Dataset: Choline transporter screen with 302,306 compounds. Task: Binary Classification. Given a drug SMILES string, predict its activity (active/inactive) in a high-throughput screening assay against a specified biological target. The molecule is O=C1N(CC(C1)C(=O)NCC=C)c1ccc(OCC(=O)NCc2ccccc2)cc1. The result is 0 (inactive).